Dataset: CYP2D6 inhibition data for predicting drug metabolism from PubChem BioAssay. Task: Regression/Classification. Given a drug SMILES string, predict its absorption, distribution, metabolism, or excretion properties. Task type varies by dataset: regression for continuous measurements (e.g., permeability, clearance, half-life) or binary classification for categorical outcomes (e.g., BBB penetration, CYP inhibition). Dataset: cyp2d6_veith. (1) The molecule is COc1cccc(Cn2c(=O)cnc3cnc(Nc4ccccc4)nc32)c1. The result is 0 (non-inhibitor). (2) The drug is COc1ccc(C[C@@H]2C(=O)N[C@H](C)C(=O)N(C)[C@@H]3Cc4ccc(cc4)Oc4cc(ccc4O)C[C@H](C(=O)N[C@@H](C)C(=O)N[C@H](C)C(=O)N2C)N(C)C3=O)cc1. The result is 0 (non-inhibitor). (3) The molecule is CCOc1cc(C)ccc1OCc1nnc(SCC(=O)c2cccc([N+](=O)[O-])c2)n1CC. The result is 0 (non-inhibitor). (4) The molecule is NCCCS(=O)(=O)[O-].[Na+]. The result is 0 (non-inhibitor).